From a dataset of Forward reaction prediction with 1.9M reactions from USPTO patents (1976-2016). Predict the product of the given reaction. (1) Given the reactants [Cl:1][C:2]1[C:11]2[C:6](=[CH:7][C:8]([O:16]C(=O)C)=[C:9]([O:12]C(=O)C)[CH:10]=2)[N:5]=[CH:4][N:3]=1.[C:20]([C:22]1[CH:23]=[C:24]([CH:26]=[CH:27][CH:28]=1)[NH2:25])#[CH:21], predict the reaction product. The product is: [ClH:1].[C:20]([C:22]1[CH:23]=[C:24]([NH:25][C:2]2[C:11]3[C:6](=[CH:7][C:8]([OH:16])=[C:9]([OH:12])[CH:10]=3)[N:5]=[CH:4][N:3]=2)[CH:26]=[CH:27][CH:28]=1)#[CH:21]. (2) Given the reactants [CH3:1][C:2]1[C:7]2[N:8]=[N:9][N:10]([CH2:13][C:14]([OH:16])=O)[C:11](=[O:12])[C:6]=2[CH:5]=[CH:4][CH:3]=1.[C:17]1([CH3:26])[CH:22]=[CH:21][C:20]([C@@H:23]([NH2:25])[CH3:24])=[CH:19][CH:18]=1, predict the reaction product. The product is: [CH3:1][C:2]1[C:7]2[N:8]=[N:9][N:10]([CH2:13][C:14]([NH:25][C@H:23]([C:20]3[CH:21]=[CH:22][C:17]([CH3:26])=[CH:18][CH:19]=3)[CH3:24])=[O:16])[C:11](=[O:12])[C:6]=2[CH:5]=[CH:4][CH:3]=1. (3) Given the reactants [NH2:1][C:2]1[N:10]=[CH:9][N:8]=[C:7]2[C:3]=1[N:4]=[CH:5][N:6]2[C@H:11]1[C@@H:15]2[O:16]C(C)(C)[O:18][C@@H:14]2[C@@H:13]([CH2:21][N:22]([CH2:40][CH3:41])[CH2:23][CH2:24][CH2:25][NH:26][C:27]([NH:29][C:30]2[CH:35]=[CH:34][C:33]([C:36]([CH3:39])([CH3:38])[CH3:37])=[CH:32][CH:31]=2)=[O:28])[O:12]1, predict the reaction product. The product is: [NH2:1][C:2]1[N:10]=[CH:9][N:8]=[C:7]2[C:3]=1[N:4]=[CH:5][N:6]2[C@@H:11]1[O:12][C@H:13]([CH2:21][N:22]([CH2:40][CH3:41])[CH2:23][CH2:24][CH2:25][NH:26][C:27]([NH:29][C:30]2[CH:31]=[CH:32][C:33]([C:36]([CH3:39])([CH3:38])[CH3:37])=[CH:34][CH:35]=2)=[O:28])[C@@H:14]([OH:18])[C@H:15]1[OH:16]. (4) Given the reactants [C:1]([O:5][C:6]([N:8]1[CH2:13][CH2:12][CH:11]([OH:14])[CH2:10][CH2:9]1)=[O:7])([CH3:4])([CH3:3])[CH3:2].C(=O)([O-])[O-].[K+].[K+].Cl[C:22]1[CH:27]=[CH:26][N:25]=[CH:24][CH:23]=1, predict the reaction product. The product is: [N:25]1[CH:26]=[CH:27][C:22]([O:14][CH:11]2[CH2:12][CH2:13][N:8]([C:6]([O:5][C:1]([CH3:4])([CH3:2])[CH3:3])=[O:7])[CH2:9][CH2:10]2)=[CH:23][CH:24]=1. (5) Given the reactants Cl[CH2:2][CH2:3][O:4][C:5](=[O:26])[NH:6][C:7]1[CH:12]=[CH:11][CH:10]=[CH:9][C:8]=1[C@H:13]1[C:22]2[C:17](=[C:18]([Cl:24])[CH:19]=[C:20]([Cl:23])[CH:21]=2)[CH2:16][N:15]([CH3:25])[CH2:14]1.[H-].[Na+].Cl, predict the reaction product. The product is: [Cl:23][C:20]1[CH:21]=[C:22]2[C:17](=[C:18]([Cl:24])[CH:19]=1)[CH2:16][N:15]([CH3:25])[CH2:14][C@H:13]2[C:8]1[CH:9]=[CH:10][CH:11]=[CH:12][C:7]=1[N:6]1[CH2:2][CH2:3][O:4][C:5]1=[O:26]. (6) Given the reactants [F:1][C:2]([F:20])([F:19])[C:3]1[CH:18]=[CH:17][C:6]([CH2:7][O:8][C:9]2[CH:14]=[CH:13][CH:12]=[C:11]([CH2:15]Cl)[CH:10]=2)=[CH:5][CH:4]=1.C[O:22][C:23](=[O:36])[CH2:24][O:25][C:26]1[CH:34]=[CH:33][C:32]([SH:35])=[C:31]2[C:27]=1[CH2:28][CH2:29][CH2:30]2, predict the reaction product. The product is: [F:1][C:2]([F:20])([F:19])[C:3]1[CH:18]=[CH:17][C:6]([CH2:7][O:8][C:9]2[CH:10]=[C:11]([CH:12]=[CH:13][CH:14]=2)[CH2:15][S:35][C:32]2[CH:33]=[CH:34][C:26]([O:25][CH2:24][C:23]([OH:36])=[O:22])=[C:27]3[C:31]=2[CH2:30][CH2:29][CH2:28]3)=[CH:5][CH:4]=1. (7) Given the reactants [F:1][C:2]([F:39])([F:38])[C:3]1[CH:4]=[C:5]([CH:31]=[C:32]([C:34]([F:37])([F:36])[F:35])[CH:33]=1)[CH2:6][N:7]([CH2:14][C:15]1[CH:20]=[C:19]([C:21]([F:24])([F:23])[F:22])[CH:18]=[CH:17][C:16]=1[CH:25]([CH:27]1[CH2:30][CH2:29][CH2:28]1)[OH:26])[C:8]1[N:9]=[N:10][N:11]([CH3:13])[N:12]=1.[H-].[Na+].[CH2:42](I)[CH3:43], predict the reaction product. The product is: [F:39][C:2]([F:1])([F:38])[C:3]1[CH:4]=[C:5]([CH:31]=[C:32]([C:34]([F:35])([F:36])[F:37])[CH:33]=1)[CH2:6][N:7]([CH2:14][C:15]1[CH:20]=[C:19]([C:21]([F:24])([F:23])[F:22])[CH:18]=[CH:17][C:16]=1[CH:25]([CH:27]1[CH2:28][CH2:29][CH2:30]1)[O:26][CH2:42][CH3:43])[C:8]1[N:9]=[N:10][N:11]([CH3:13])[N:12]=1.